The task is: Predict the reaction yield, written as a fraction of the theoretical maximum amount of product (1.0 means a 100% yield; for example, 0.34 means a 34% yield).. This data is from Reaction yield outcomes from USPTO patents with 853,638 reactions. (1) The reactants are [Cl-].O[NH3+:3].[C:4](=[O:7])([O-])[OH:5].[Na+].CS(C)=O.[CH3:13][C:14]1[N:44]=[C:17]2[N:18]([CH:41]([CH3:43])[CH3:42])[C:19](=[O:40])[C:20]([CH2:25][C:26]3[CH:31]=[CH:30][C:29]([C:32]4[C:33]([C:38]#[N:39])=[CH:34][CH:35]=[CH:36][CH:37]=4)=[CH:28][CH:27]=3)=[C:21]([CH2:22][CH2:23][CH3:24])[N:16]2[N:15]=1. The catalyst is C(OCC)(=O)C. The product is [CH3:13][C:14]1[N:44]=[C:17]2[N:18]([CH:41]([CH3:43])[CH3:42])[C:19](=[O:40])[C:20]([CH2:25][C:26]3[CH:31]=[CH:30][C:29]([C:32]4[CH:37]=[CH:36][CH:35]=[CH:34][C:33]=4[C:38]4[NH:3][C:4](=[O:7])[O:5][N:39]=4)=[CH:28][CH:27]=3)=[C:21]([CH2:22][CH2:23][CH3:24])[N:16]2[N:15]=1. The yield is 0.560. (2) The reactants are [CH3:1][N:2]([CH3:17])[C:3]([C:5]1[CH:6]=[C:7]([OH:16])[C:8]2[N:9]([C:11]([CH3:15])=[C:12]([CH3:14])[N:13]=2)[CH:10]=1)=[O:4].[O:18]1[C@H:20]2[CH2:21][C:22]3[C:27]([C@@H:19]12)=[CH:26][CH:25]=[CH:24][CH:23]=3.C(N(CC)CC)C. The catalyst is C(O)C.O. The product is [OH:18][C@H:20]1[CH2:21][C:22]2[C:27](=[CH:26][CH:25]=[CH:24][CH:23]=2)[C@@H:19]1[O:16][C:7]1[C:8]2[N:9]([C:11]([CH3:15])=[C:12]([CH3:14])[N:13]=2)[CH:10]=[C:5]([C:3]([N:2]([CH3:1])[CH3:17])=[O:4])[CH:6]=1. The yield is 0.740. (3) The yield is 0.204. The catalyst is CC#N.CCOC(C)=O. The reactants are [O:1]=[CH:2][CH2:3][N:4]([C:18]1[C:19]2[CH:26]=[CH:25][N:24]([S:27]([C:30]3[CH:36]=[CH:35][C:33]([CH3:34])=[CH:32][CH:31]=3)(=[O:29])=[O:28])[C:20]=2[N:21]=[CH:22][N:23]=1)[C@@H:5]1[CH2:10][CH2:9][CH2:8][N:7]([C:11]([O:13][C:14]([CH3:17])([CH3:16])[CH3:15])=[O:12])[CH2:6]1.[OH:37]O. The product is [C:14]([O:13][C:11]([N:7]1[CH2:8][CH2:9][CH2:10][C@@H:5]([N:4]([C:18]2[C:19]3[CH:26]=[CH:25][N:24]([S:27]([C:30]4[CH:36]=[CH:35][C:33]([CH3:34])=[CH:32][CH:31]=4)(=[O:28])=[O:29])[C:20]=3[N:21]=[CH:22][N:23]=2)[CH2:3][C:2]([OH:37])=[O:1])[CH2:6]1)=[O:12])([CH3:16])([CH3:17])[CH3:15]. (4) The reactants are Cl.[N+:2]([C:5]1[CH:10]=[CH:9][C:8]([NH:11][CH:12]2[CH2:17][CH2:16][NH:15][CH2:14][CH2:13]2)=[CH:7][CH:6]=1)([O-:4])=[O:3].C([O-])([O-])=O.[K+].[K+].Br[CH2:25][CH2:26][F:27]. The catalyst is CN(C=O)C. The product is [F:27][CH2:26][CH2:25][N:15]1[CH2:16][CH2:17][CH:12]([NH:11][C:8]2[CH:9]=[CH:10][C:5]([N+:2]([O-:4])=[O:3])=[CH:6][CH:7]=2)[CH2:13][CH2:14]1. The yield is 0.450. (5) The reactants are [NH2:1][C:2]1[CH:3]=[C:4]2[C:8](=[CH:9][CH:10]=1)[NH:7][CH:6]=[C:5]2[C:11]1[CH2:16][CH2:15][CH:14]([N:17]([CH3:25])[C:18](=[O:24])[O:19][C:20]([CH3:23])([CH3:22])[CH3:21])[CH2:13][CH:12]=1.I.[S:27]1[CH:31]=[CH:30][CH:29]=[C:28]1[C:32](SC)=[NH:33]. The catalyst is CCO. The product is [CH3:25][N:17]([CH:14]1[CH2:15][CH2:16][C:11]([C:5]2[C:4]3[C:8](=[CH:9][CH:10]=[C:2]([NH:1][C:32]([C:28]4[S:27][CH:31]=[CH:30][CH:29]=4)=[NH:33])[CH:3]=3)[NH:7][CH:6]=2)=[CH:12][CH2:13]1)[C:18](=[O:24])[O:19][C:20]([CH3:21])([CH3:22])[CH3:23]. The yield is 0.680.